Binary Classification. Given a drug SMILES string, predict its activity (active/inactive) in a high-throughput screening assay against a specified biological target. From a dataset of Cav3 T-type calcium channel HTS with 100,875 compounds. (1) The compound is O=C1C(NC(=O)c2ccccc2)(C2C=3C(n4n(C(C13)C)c(=O)n(c4=O)C)CC(=CC2C(OC)=O)C(OC)=O)C. The result is 0 (inactive). (2) The compound is O1C(C(C(=O)c2c1cc1c(c3c4c(c(O)c5c(OC(C(C5=O)C)C)c4)c(O)cc3O)c(O)cc(O)c1c2O)C)C. The result is 0 (inactive). (3) The molecule is Clc1c(NC(=O)Nc2ccc(CN3CCN(CC3)CC)cc2)cccc1. The result is 0 (inactive). (4) The molecule is Fc1c(C(=O)NCc2ccncc2)c(F)c(F)c(F)c1F. The result is 0 (inactive). (5) The compound is S1C(Cc2nc(SCC(=O)c3ccccc3)n(c(=O)c12)CC)C. The result is 0 (inactive). (6) The molecule is Fc1c(N2CCN(CC2)CC(=O)Nc2c(OC)cccc2)cccc1. The result is 0 (inactive). (7) The molecule is Clc1ccc(n2c(=O)[nH]c(N3CCCC3)cc2=O)cc1. The result is 0 (inactive). (8) The molecule is Oc1cc(CCNC)ccc1O. The result is 0 (inactive).